Predict the product of the given reaction. From a dataset of Forward reaction prediction with 1.9M reactions from USPTO patents (1976-2016). (1) Given the reactants [Cl:1][C:2]1[CH:25]=[CH:24][C:5]([O:6][C:7]2[CH:23]=[CH:22][C:10]([O:11][CH2:12][C@@H:13]3[CH2:17][CH2:16][CH2:15][N:14]3[CH2:18][CH2:19][CH2:20][NH2:21])=[CH:9][CH:8]=2)=[CH:4][CH:3]=1.[CH:26](N(C(C)C)CC)(C)C.[S:35](Cl)(Cl)(=[O:37])=[O:36], predict the reaction product. The product is: [ClH:1].[Cl:1][C:2]1[CH:25]=[CH:24][C:5]([O:6][C:7]2[CH:23]=[CH:22][C:10]([O:11][CH2:12][C@@H:13]3[CH2:17][CH2:16][CH2:15][N:14]3[CH2:18][CH2:19][CH2:20][NH:21][S:35]([CH3:26])(=[O:37])=[O:36])=[CH:9][CH:8]=2)=[CH:4][CH:3]=1. (2) Given the reactants Br[CH2:2][C:3]1[C:8]2[C:9]([O:31][CH3:32])=[N:10][N:11]([C:12]([C:25]3[CH:30]=[CH:29][CH:28]=[CH:27][CH:26]=3)([C:19]3[CH:24]=[CH:23][CH:22]=[CH:21][CH:20]=3)[C:13]3[CH:18]=[CH:17][CH:16]=[CH:15][CH:14]=3)[C:7]=2[CH:6]=[C:5]([Cl:33])[N:4]=1.[CH3:34][O-:35].[Na+], predict the reaction product. The product is: [Cl:33][C:5]1[N:4]=[C:3]([CH2:2][O:35][CH3:34])[C:8]2[C:9]([O:31][CH3:32])=[N:10][N:11]([C:12]([C:25]3[CH:26]=[CH:27][CH:28]=[CH:29][CH:30]=3)([C:19]3[CH:20]=[CH:21][CH:22]=[CH:23][CH:24]=3)[C:13]3[CH:18]=[CH:17][CH:16]=[CH:15][CH:14]=3)[C:7]=2[CH:6]=1. (3) Given the reactants [CH3:1][C:2]1[C:3]([NH2:23])=[N:4][C:5]([NH:8][C:9]2[CH:14]=[CH:13][C:12]([O:15][CH2:16][CH2:17][N:18]3[CH2:22][CH2:21][CH2:20][CH2:19]3)=[CH:11][CH:10]=2)=[N:6][CH:7]=1.Br[C:25]1[CH:26]=[C:27]([S:31]([NH2:34])(=[O:33])=[O:32])[CH:28]=[CH:29][CH:30]=1.CC1(C)C2C(=C(P(C3C=CC=CC=3)C3C=CC=CC=3)C=CC=2)OC2C(P(C3C=CC=CC=3)C3C=CC=CC=3)=CC=CC1=2.C(=O)([O-])[O-].[Cs+].[Cs+], predict the reaction product. The product is: [CH3:1][C:2]1[C:3]([NH:23][C:25]2[CH:26]=[C:27]([S:31]([NH2:34])(=[O:33])=[O:32])[CH:28]=[CH:29][CH:30]=2)=[N:4][C:5]([NH:8][C:9]2[CH:10]=[CH:11][C:12]([O:15][CH2:16][CH2:17][N:18]3[CH2:22][CH2:21][CH2:20][CH2:19]3)=[CH:13][CH:14]=2)=[N:6][CH:7]=1.